Dataset: Full USPTO retrosynthesis dataset with 1.9M reactions from patents (1976-2016). Task: Predict the reactants needed to synthesize the given product. (1) Given the product [C:25]([NH:1][C:2]1[N:7]=[C:6]([CH3:8])[C:5]([C:9]2[CH:18]=[CH:17][C:12]([C:13]([O:15][CH3:16])=[O:14])=[CH:11][CH:10]=2)=[CH:4][CH:3]=1)(=[O:27])[CH3:26], predict the reactants needed to synthesize it. The reactants are: [NH2:1][C:2]1[N:7]=[C:6]([CH3:8])[C:5]([C:9]2[CH:18]=[CH:17][C:12]([C:13]([O:15][CH3:16])=[O:14])=[CH:11][CH:10]=2)=[CH:4][CH:3]=1.N1C=CC=CC=1.[C:25](Cl)(=[O:27])[CH3:26]. (2) Given the product [NH:19]1[CH2:20][CH2:21][CH:16]([C:12]2[CH:11]=[C:10]([CH:15]=[CH:14][CH:13]=2)[CH2:9][NH:8][C:6](=[O:7])[O:5][C:1]([CH3:4])([CH3:2])[CH3:3])[CH2:17][CH2:18]1, predict the reactants needed to synthesize it. The reactants are: [C:1]([O:5][C:6]([NH:8][CH2:9][C:10]1[CH:11]=[C:12]([C:16]2[CH2:21][CH2:20][N:19](C(OCC3C=CC=CC=3)=O)[CH2:18][CH:17]=2)[CH:13]=[CH:14][CH:15]=1)=[O:7])([CH3:4])([CH3:3])[CH3:2]. (3) Given the product [CH3:1][C:2]1[C:6]([C:7]2[N:8]([C:20]3[CH:21]=[CH:22][C:23]([OH:26])=[CH:24][CH:25]=3)[C:9]3[C:14]([C:15]=2[NH:16][C:17]([NH2:19])=[O:18])=[CH:13][CH:12]=[CH:11][CH:10]=3)=[C:5]([CH3:28])[O:4][N:3]=1, predict the reactants needed to synthesize it. The reactants are: [CH3:1][C:2]1[C:6]([C:7]2[N:8]([C:20]3[CH:25]=[CH:24][C:23]([O:26]C)=[CH:22][CH:21]=3)[C:9]3[C:14]([C:15]=2[NH:16][C:17]([NH2:19])=[O:18])=[CH:13][CH:12]=[CH:11][CH:10]=3)=[C:5]([CH3:28])[O:4][N:3]=1. (4) Given the product [Cl:15][C:16]1[CH:21]=[CH:20][C:19]([CH2:22][CH2:23][N:24]([CH2:25][C:27]2[CH:28]=[CH:29][C:30]([C:31]([O:33][CH3:34])=[O:32])=[CH:35][CH:36]=2)[CH:11]2[CH2:12][CH2:13][N:8]([C:1]([O:3][C:4]([CH3:7])([CH3:6])[CH3:5])=[O:2])[CH2:9][CH2:10]2)=[CH:18][CH:17]=1, predict the reactants needed to synthesize it. The reactants are: [C:1]([N:8]1[CH2:13][CH2:12][C:11](=O)[CH2:10][CH2:9]1)([O:3][C:4]([CH3:7])([CH3:6])[CH3:5])=[O:2].[Cl:15][C:16]1[CH:21]=[CH:20][C:19]([CH2:22][CH2:23][NH2:24])=[CH:18][CH:17]=1.[CH:25]([C:27]1[CH:36]=[CH:35][C:30]([C:31]([O:33][CH3:34])=[O:32])=[CH:29][CH:28]=1)=O.